This data is from Forward reaction prediction with 1.9M reactions from USPTO patents (1976-2016). The task is: Predict the product of the given reaction. (1) Given the reactants Br[C:2]1[CH:11]=[CH:10][CH:9]=[C:8]2[C:3]=1[CH:4]=[N:5][C:6]([NH:12][CH2:13][C@@H:14]1[C@H:19]([CH3:20])[CH2:18][CH2:17][CH2:16][N:15]1[C:21]([C:23]1[CH:28]=[C:27]([CH3:29])[CH:26]=[CH:25][C:24]=1[N:30]1[N:34]=[CH:33][CH:32]=[N:31]1)=[O:22])=[N:7]2.C([O-])=O.[NH4+], predict the reaction product. The product is: [CH3:20][C@@H:19]1[CH2:18][CH2:17][CH2:16][N:15]([C:21]([C:23]2[CH:28]=[C:27]([CH3:29])[CH:26]=[CH:25][C:24]=2[N:30]2[N:31]=[CH:32][CH:33]=[N:34]2)=[O:22])[C@@H:14]1[CH2:13][NH:12][C:6]1[N:5]=[CH:4][C:3]2[C:8](=[CH:9][CH:10]=[CH:11][CH:2]=2)[N:7]=1. (2) Given the reactants [CH3:1][NH:2][N:3]=[CH:4][C:5](=[O:7])[CH3:6].[Cl:8][C:9]1[CH:10]=[C:11]([C:16](=O)[CH:17]=[O:18])[CH:12]=[CH:13][C:14]=1[Cl:15], predict the reaction product. The product is: [Cl:8][C:9]1[CH:10]=[C:11]([C:16]2[N:2]([CH3:1])[N:3]=[C:4]([C:5](=[O:7])[CH3:6])[C:17]=2[OH:18])[CH:12]=[CH:13][C:14]=1[Cl:15]. (3) The product is: [OH:23][C:16]1[C:15]([CH2:14][NH:13][C:11]([C:10]2[C:5]3[CH:4]=[N:3][C:2]([O:34][CH3:33])=[N:7][C:6]=3[N:8]([C@@H:25]([C:27]3[CH:32]=[CH:31][CH:30]=[CH:29][CH:28]=3)[CH3:26])[C:9]=2[CH3:24])=[O:12])=[C:20]([CH3:21])[CH:19]=[C:18]([CH3:22])[N:17]=1. Given the reactants Cl[C:2]1[N:3]=[CH:4][C:5]2[C:10]([C:11]([NH:13][CH2:14][C:15]3[C:16]([OH:23])=[N:17][C:18]([CH3:22])=[CH:19][C:20]=3[CH3:21])=[O:12])=[C:9]([CH3:24])[N:8]([C@@H:25]([C:27]3[CH:32]=[CH:31][CH:30]=[CH:29][CH:28]=3)[CH3:26])[C:6]=2[N:7]=1.[CH3:33][O-:34].[Na+], predict the reaction product. (4) Given the reactants [C:1]([O:5][C@@H:6]([C:12]1[C:37]([CH3:38])=[CH:36][C:15]2[N:16]=[C:17]([C:19]3[CH:24]=[CH:23][N:22]=[C:21]([N:25]4[CH2:30][CH2:29][C:28]5[N:31]([CH3:35])[N:32]=[C:33]([CH3:34])[C:27]=5[CH2:26]4)[CH:20]=3)[S:18][C:14]=2[C:13]=1[C:39]1[CH:44]=[CH:43][C:42]([Cl:45])=[CH:41][CH:40]=1)[C:7]([O:9]CC)=[O:8])([CH3:4])([CH3:3])[CH3:2].CN1C2CCNCC=2C(C)=N1.[OH-].[Na+].CN(C=O)C, predict the reaction product. The product is: [C:1]([O:5][C@@H:6]([C:12]1[C:37]([CH3:38])=[CH:36][C:15]2[N:16]=[C:17]([C:19]3[CH:24]=[CH:23][N:22]=[C:21]([N:25]4[CH2:30][CH2:29][C:28]5[N:31]([CH3:35])[N:32]=[C:33]([CH3:34])[C:27]=5[CH2:26]4)[CH:20]=3)[S:18][C:14]=2[C:13]=1[C:39]1[CH:40]=[CH:41][C:42]([Cl:45])=[CH:43][CH:44]=1)[C:7]([OH:9])=[O:8])([CH3:4])([CH3:2])[CH3:3].